Dataset: Catalyst prediction with 721,799 reactions and 888 catalyst types from USPTO. Task: Predict which catalyst facilitates the given reaction. (1) Reactant: [F:1][C:2]1[CH:7]=[CH:6][C:5]([NH:8][C:9](=[O:22])[CH:10]([C:16]2[CH:21]=[CH:20][CH:19]=[CH:18][CH:17]=2)[C:11]([O:13]CC)=[O:12])=[CH:4][CH:3]=1.[OH-].[Li+].Cl. Product: [F:1][C:2]1[CH:3]=[CH:4][C:5]([NH:8][C:9](=[O:22])[CH:10]([C:16]2[CH:17]=[CH:18][CH:19]=[CH:20][CH:21]=2)[C:11]([OH:13])=[O:12])=[CH:6][CH:7]=1. The catalyst class is: 20. (2) Reactant: [Br:1][C:2]1[CH:3]=[CH:4][C:5]2[N:6]([N:8]=[CH:9][C:10]=2[C:11]([OH:13])=O)[CH:7]=1.S(Cl)(Cl)=O.[NH2:18][C:19]1[CH:20]=[C:21]([CH:39]=[CH:40][C:41]=1[CH3:42])[C:22]([NH:24][CH2:25][C:26]1[CH:31]=[CH:30][CH:29]=[CH:28][C:27]=1[N:32]1[CH2:37][CH2:36][N:35]([CH3:38])[CH2:34][CH2:33]1)=[O:23].N1C=CC=CC=1. Product: [Br:1][C:2]1[CH:3]=[CH:4][C:5]2[N:6]([N:8]=[CH:9][C:10]=2[C:11]([NH:18][C:19]2[CH:20]=[C:21]([C:22](=[O:23])[NH:24][CH2:25][C:26]3[CH:31]=[CH:30][CH:29]=[CH:28][C:27]=3[N:32]3[CH2:33][CH2:34][N:35]([CH3:38])[CH2:36][CH2:37]3)[CH:39]=[CH:40][C:41]=2[CH3:42])=[O:13])[CH:7]=1. The catalyst class is: 191. (3) Reactant: [CH3:1][CH:2]([CH3:8])[C:3](=O)[CH2:4][C:5]#[N:6].[NH2:9][NH2:10]. Product: [CH:2]([C:3]1[NH:10][N:9]=[C:5]([NH2:6])[CH:4]=1)([CH3:8])[CH3:1]. The catalyst class is: 8. (4) Product: [F:25][CH:24]([F:27])[O:61][C:65]1[CH:66]=[CH:33][CH:34]=[C:35]2[C:64]=1[CH2:63][CH2:37][N:36]2[C:57](=[O:59])[CH2:56][C:44]1[N:43]([CH3:42])[C:48](=[O:49])[CH:47]=[C:46]([N:50]2[CH2:51][CH2:52][O:53][CH2:54][CH2:55]2)[N:45]=1. Reactant: N1(C2N=C(CC(=O)N3C4C(=C([C:24]([F:27])(F)[F:25])C=CC=4)CC3)NC(=O)C=2)CCOCC1.Cl.CN(C)[CH2:33][CH2:34][CH2:35][N:36]=[C:37]=NCC.[CH3:42][N:43]1[C:48](=[O:49])[CH:47]=[C:46]([N:50]2[CH2:55][CH2:54][O:53][CH2:52][CH2:51]2)[N:45]=[C:44]1[CH2:56][C:57]([O-:59])=O.[Na+].[OH2:61].N1C=[CH:66][CH:65]=[CH:64][CH:63]=1. The catalyst class is: 9.